Predict the reaction yield, written as a fraction of the theoretical maximum amount of product (1.0 means a 100% yield; for example, 0.34 means a 34% yield). From a dataset of Reaction yield outcomes from USPTO patents with 853,638 reactions. (1) The reactants are CC([N:5]([C@H:9]([CH2:19]O)[CH2:10][C:11]1[C:16]([F:17])=[CH:15][CH:14]=[CH:13][C:12]=1[F:18])[C:6](=[O:8])[O-:7])(C)C.[C:21]1(=[O:31])[NH:25][C:24](=[O:26])[C:23]2=[CH:27][CH:28]=[CH:29][CH:30]=[C:22]12.C1(P([C:45]2[CH:50]=[CH:49]C=CC=2)C2C=CC=CC=2)C=CC=CC=1.[CH3:51]COC(/N=N/C(OCC)=O)=O. The catalyst is O1CCCC1.CO. The product is [F:17][C:16]1[CH:15]=[CH:14][CH:13]=[C:12]([F:18])[C:11]=1[CH2:10][C@H:9]([NH:5][C:6](=[O:8])[O:7][C:50]([CH3:49])([CH3:45])[CH3:51])[CH2:19][N:25]1[C:21](=[O:31])[C:22]2[C:23](=[CH:27][CH:28]=[CH:29][CH:30]=2)[C:24]1=[O:26]. The yield is 0.550. (2) The product is [CH:1]1([C:6]2[NH:33][C:31](=[O:32])[NH:30][CH:21]([C:20]3[CH:23]=[C:24]([N+:27]([O-:29])=[O:28])[C:25]([OH:26])=[C:18]([O:17][CH2:15][CH3:16])[CH:19]=3)[C:7]=2[C:8]2[CH:13]=[CH:12][CH:11]=[CH:10][CH:9]=2)[CH2:5][CH2:4][CH2:3][CH2:2]1. The catalyst is C(O)C. The yield is 0.0296. The reactants are [CH:1]1([C:6](=O)[CH2:7][C:8]2[CH:13]=[CH:12][CH:11]=[CH:10][CH:9]=2)[CH2:5][CH2:4][CH2:3][CH2:2]1.[CH2:15]([O:17][C:18]1[CH:19]=[C:20]([CH:23]=[C:24]([N+:27]([O-:29])=[O:28])[C:25]=1[OH:26])[CH:21]=O)[CH3:16].[NH2:30][C:31]([NH2:33])=[O:32].Cl. (3) The reactants are [CH2:1]([O:8][CH2:9][C@H:10]1[CH2:12][O:11]1)[C:2]1[CH:7]=[CH:6][CH:5]=[CH:4][CH:3]=1.O.[NH2:14][NH2:15].C[O-].[Na+].[C:19](=[O:26])(OCC)OCC. The catalyst is CO. The product is [NH2:14][N:15]1[CH2:12][C@H:10]([CH2:9][O:8][CH2:1][C:2]2[CH:3]=[CH:4][CH:5]=[CH:6][CH:7]=2)[O:11][C:19]1=[O:26]. The yield is 0.660. (4) The reactants are [C:1]([O:5][C:6]([N:8]1[CH2:11][CH:10]([NH2:12])[CH2:9]1)=[O:7])([CH3:4])([CH3:3])[CH3:2].C(N(CC)CC)C.[Cl:20][CH2:21][CH2:22][CH2:23][C:24](Cl)=[O:25]. The catalyst is C(Cl)Cl. The product is [C:1]([O:5][C:6]([N:8]1[CH2:11][CH:10]([NH:12][C:24](=[O:25])[CH2:23][CH2:22][CH2:21][Cl:20])[CH2:9]1)=[O:7])([CH3:4])([CH3:2])[CH3:3]. The yield is 0.890. (5) The reactants are Br[CH2:2][CH2:3][O:4][C:5]1[CH:10]=[CH:9][C:8]([C:11]([C:21]2[CH:26]=[CH:25][C:24]([OH:27])=[CH:23][CH:22]=2)=[C:12]([C:15]2[CH:20]=[CH:19][CH:18]=[CH:17][CH:16]=2)[CH2:13][CH3:14])=[CH:7][C:6]=1[F:28].[CH3:29][NH2:30]. The catalyst is CO. The product is [F:28][C:6]1[CH:7]=[C:8]([C:11]([C:21]2[CH:26]=[CH:25][C:24]([OH:27])=[CH:23][CH:22]=2)=[C:12]([C:15]2[CH:20]=[CH:19][CH:18]=[CH:17][CH:16]=2)[CH2:13][CH3:14])[CH:9]=[CH:10][C:5]=1[O:4][CH2:3][CH2:2][NH:30][CH3:29]. The yield is 0.570. (6) The reactants are [CH3:1][C:2]1[C:6]([CH2:7][N:8]2[CH:12]=[C:11]([N:13]3[C:17](=[O:18])[CH2:16][NH:15][C:14]3=[O:19])[CH:10]=[N:9]2)=[C:5]([CH3:20])[O:4][N:3]=1.[F:21][C:22]1[CH:30]=[CH:29][C:25]([CH2:26][CH2:27]Br)=[CH:24][CH:23]=1. No catalyst specified. The product is [CH3:1][C:2]1[C:6]([CH2:7][N:8]2[CH:12]=[C:11]([N:13]3[C:17](=[O:18])[CH2:16][N:15]([CH2:27][CH2:26][C:25]4[CH:29]=[CH:30][C:22]([F:21])=[CH:23][CH:24]=4)[C:14]3=[O:19])[CH:10]=[N:9]2)=[C:5]([CH3:20])[O:4][N:3]=1. The yield is 0.340. (7) The reactants are [OH-].[Na+].Cl.[CH3:4][C:5]1[CH:6]=[C:7]([CH2:12][CH2:13][CH2:14][NH2:15])[CH:8]=[CH:9][C:10]=1[CH3:11]. The catalyst is C1(C)C=CC=CC=1. The product is [CH3:4][C:5]1[CH:6]=[C:7]([CH2:12][CH2:13][CH2:14][NH2:15])[CH:8]=[CH:9][C:10]=1[CH3:11]. The yield is 0.921. (8) The reactants are [C:1]([O:5][C:6]([N:8]1[CH:13]([CH2:14][CH3:15])[CH2:12][C:11](=O)[CH2:10][CH:9]1[CH2:17][C:18]1[CH:23]=[CH:22][CH:21]=[CH:20][CH:19]=1)=[O:7])([CH3:4])([CH3:3])[CH3:2].[CH2:24]([NH2:31])[C:25]1[CH:30]=[CH:29][CH:28]=[CH:27][CH:26]=1.C(O)(=O)C.[OH-].[Na+]. The catalyst is ClCCCl. The product is [C:1]([O:5][C:6]([N:8]1[CH:13]([CH2:14][CH3:15])[CH2:12][CH:11]([NH:31][CH2:24][C:25]2[CH:30]=[CH:29][CH:28]=[CH:27][CH:26]=2)[CH2:10][CH:9]1[CH2:17][C:18]1[CH:23]=[CH:22][CH:21]=[CH:20][CH:19]=1)=[O:7])([CH3:4])([CH3:3])[CH3:2]. The yield is 0.910. (9) The reactants are [CH3:1][O:2][C:3]([C:5]1[C:10]([O:11][CH2:12][C:13]2[CH:18]=[CH:17][CH:16]=[CH:15][CH:14]=2)=[C:9]([O:19][CH3:20])[CH:8]=[C:7](Br)[N:6]=1)=[O:4].C([Sn](CCCC)(CCCC)[C:27]1[O:28][CH:29]=[CH:30][CH:31]=1)CCC. The catalyst is O1CCCC1.C1C=CC([P]([Pd]([P](C2C=CC=CC=2)(C2C=CC=CC=2)C2C=CC=CC=2)([P](C2C=CC=CC=2)(C2C=CC=CC=2)C2C=CC=CC=2)[P](C2C=CC=CC=2)(C2C=CC=CC=2)C2C=CC=CC=2)(C2C=CC=CC=2)C2C=CC=CC=2)=CC=1. The product is [CH3:1][O:2][C:3]([C:5]1[C:10]([O:11][CH2:12][C:13]2[CH:18]=[CH:17][CH:16]=[CH:15][CH:14]=2)=[C:9]([O:19][CH3:20])[CH:8]=[C:7]([C:27]2[O:28][CH:29]=[CH:30][CH:31]=2)[N:6]=1)=[O:4]. The yield is 0.880. (10) The reactants are [Cl:1][C:2]1[N:7]=[CH:6][C:5]([N:8]2[CH2:12][CH2:11][C@H:10]3[CH2:13][NH:14][CH2:15][C@@H:9]23)=[CH:4][CH:3]=1.[C:16]([OH:23])(=[O:22])/[CH:17]=[CH:18]/[C:19]([OH:21])=[O:20]. No catalyst specified. The product is [C:16]([OH:23])(=[O:22])/[CH:17]=[CH:18]/[C:19]([OH:21])=[O:20].[Cl:1][C:2]1[N:7]=[CH:6][C:5]([N:8]2[CH2:12][CH2:11][C@H:10]3[CH2:13][NH:14][CH2:15][C@@H:9]23)=[CH:4][CH:3]=1. The yield is 0.790.